From a dataset of Reaction yield outcomes from USPTO patents with 853,638 reactions. Predict the reaction yield, written as a fraction of the theoretical maximum amount of product (1.0 means a 100% yield; for example, 0.34 means a 34% yield). (1) The reactants are [P:1]([O:19][C:20]1([CH2:26][O:27][C:28]2[CH:33]=[CH:32][C:31]([N:34]3[CH:39]=[CH:38][N:37]=[C:36]([S:40][C:41]4[CH:46]=[CH:45][C:44]([O:47][C:48]([F:51])([F:50])[F:49])=[CH:43][CH:42]=4)[C:35]3=[O:52])=[CH:30][C:29]=2[O:53][CH3:54])[CH2:23][C:22]([F:25])([F:24])[CH2:21]1)([O:11]CC1C=CC=CC=1)([O:3]CC1C=CC=CC=1)=[O:2].C(=O)(O)[O-].[Na+:59]. The product is [P:1]([O-:11])([O-:3])([O:19][C:20]1([CH2:26][O:27][C:28]2[CH:33]=[CH:32][C:31]([N:34]3[CH:39]=[CH:38][N:37]=[C:36]([S:40][C:41]4[CH:42]=[CH:43][C:44]([O:47][C:48]([F:51])([F:50])[F:49])=[CH:45][CH:46]=4)[C:35]3=[O:52])=[CH:30][C:29]=2[O:53][CH3:54])[CH2:23][C:22]([F:25])([F:24])[CH2:21]1)=[O:2].[Na+:59].[Na+:59]. The yield is 0.780. The catalyst is C(O)(C(F)(F)F)=O.C(#N)C.O. (2) The reactants are C([O:8][C:9]1[CH:14]=[CH:13][N:12]([C:15]2[S:16][C:17]([C:21]([O:23][CH2:24][CH3:25])=[O:22])=[C:18]([CH3:20])[N:19]=2)[C:11](=[O:26])[CH:10]=1)C1C=CC=CC=1. The catalyst is [Pd].O1CCCC1. The product is [OH:8][C:9]1[CH:14]=[CH:13][N:12]([C:15]2[S:16][C:17]([C:21]([O:23][CH2:24][CH3:25])=[O:22])=[C:18]([CH3:20])[N:19]=2)[C:11](=[O:26])[CH:10]=1. The yield is 0.800.